From a dataset of NCI-60 drug combinations with 297,098 pairs across 59 cell lines. Regression. Given two drug SMILES strings and cell line genomic features, predict the synergy score measuring deviation from expected non-interaction effect. (1) Drug 1: CC1=CC2C(CCC3(C2CCC3(C(=O)C)OC(=O)C)C)C4(C1=CC(=O)CC4)C. Drug 2: CC(C)NC(=O)C1=CC=C(C=C1)CNNC.Cl. Cell line: IGROV1. Synergy scores: CSS=-0.357, Synergy_ZIP=2.89, Synergy_Bliss=3.47, Synergy_Loewe=0.145, Synergy_HSA=0.486. (2) Drug 1: CC1=C(C=C(C=C1)NC2=NC=CC(=N2)N(C)C3=CC4=NN(C(=C4C=C3)C)C)S(=O)(=O)N.Cl. Drug 2: CCC1(CC2CC(C3=C(CCN(C2)C1)C4=CC=CC=C4N3)(C5=C(C=C6C(=C5)C78CCN9C7C(C=CC9)(C(C(C8N6C)(C(=O)OC)O)OC(=O)C)CC)OC)C(=O)OC)O.OS(=O)(=O)O. Cell line: CAKI-1. Synergy scores: CSS=53.9, Synergy_ZIP=8.26, Synergy_Bliss=5.02, Synergy_Loewe=8.99, Synergy_HSA=10.0. (3) Drug 1: C1=CC(=CC=C1CCC2=CNC3=C2C(=O)NC(=N3)N)C(=O)NC(CCC(=O)O)C(=O)O. Drug 2: C1C(C(OC1N2C=C(C(=O)NC2=O)F)CO)O. Cell line: SK-MEL-28. Synergy scores: CSS=9.85, Synergy_ZIP=-8.45, Synergy_Bliss=-11.6, Synergy_Loewe=-7.97, Synergy_HSA=-6.85. (4) Drug 1: CC1OCC2C(O1)C(C(C(O2)OC3C4COC(=O)C4C(C5=CC6=C(C=C35)OCO6)C7=CC(=C(C(=C7)OC)O)OC)O)O. Drug 2: CCN(CC)CCCC(C)NC1=C2C=C(C=CC2=NC3=C1C=CC(=C3)Cl)OC. Cell line: SK-MEL-28. Synergy scores: CSS=32.5, Synergy_ZIP=2.41, Synergy_Bliss=7.84, Synergy_Loewe=5.36, Synergy_HSA=8.43. (5) Drug 1: COC1=C(C=C2C(=C1)N=CN=C2NC3=CC(=C(C=C3)F)Cl)OCCCN4CCOCC4. Drug 2: CCCS(=O)(=O)NC1=C(C(=C(C=C1)F)C(=O)C2=CNC3=C2C=C(C=N3)C4=CC=C(C=C4)Cl)F. Cell line: HOP-92. Synergy scores: CSS=18.5, Synergy_ZIP=3.13, Synergy_Bliss=1.69, Synergy_Loewe=-3.74, Synergy_HSA=0.725. (6) Drug 1: CN(C(=O)NC(C=O)C(C(C(CO)O)O)O)N=O. Drug 2: CCC1(C2=C(COC1=O)C(=O)N3CC4=CC5=C(C=CC(=C5CN(C)C)O)N=C4C3=C2)O.Cl. Cell line: KM12. Synergy scores: CSS=16.7, Synergy_ZIP=-8.82, Synergy_Bliss=-17.8, Synergy_Loewe=-38.1, Synergy_HSA=-10.6. (7) Drug 1: C(=O)(N)NO. Drug 2: C1CN(CCN1C(=O)CCBr)C(=O)CCBr. Cell line: RXF 393. Synergy scores: CSS=1.08, Synergy_ZIP=-2.00, Synergy_Bliss=-2.72, Synergy_Loewe=-3.88, Synergy_HSA=-3.36.